Dataset: Forward reaction prediction with 1.9M reactions from USPTO patents (1976-2016). Task: Predict the product of the given reaction. (1) Given the reactants [Cl:1][C:2]1[CH:3]=[C:4]([F:17])[C:5]([NH:8][N:9]=[CH:10][C:11](=O)[C:12]([F:15])([F:14])[F:13])=[N:6][CH:7]=1.[C:18]([C:22](=P(C1C=CC=CC=1)(C1C=CC=CC=1)C1C=CC=CC=1)[CH3:23])(OC)=[O:19], predict the reaction product. The product is: [Cl:1][C:2]1[CH:3]=[C:4]([F:17])[C:5]([N:8]2[C:18](=[O:19])[C:22]([CH3:23])=[C:11]([C:12]([F:15])([F:14])[F:13])[CH:10]=[N:9]2)=[N:6][CH:7]=1. (2) Given the reactants [C:1]([O:6][CH3:7])(=[O:5])[C:2]([CH3:4])=[CH2:3].[C:8]1(=[O:14])[O:13][C:11](=[O:12])[CH:10]=[CH:9]1.[CH2:15]=[CH:16][C:17]1[CH:22]=[CH:21][CH:20]=[CH:19][CH:18]=1.C(OC)(=[O:27])C(C)=C.C1(=O)OC(=O)C=C1.C=CC1C=CC=CC=1, predict the reaction product. The product is: [C:1]([O:6][CH3:7])(=[O:5])[C:2]([CH3:4])=[CH2:3].[C:8]([OH:13])(=[O:14])/[CH:9]=[CH:10]\[C:11]([OH:27])=[O:12].[CH2:15]=[CH:16][C:17]1[CH:22]=[CH:21][CH:20]=[CH:19][CH:18]=1. (3) Given the reactants [NH2:1][CH:2]1[C:14]2[CH:13]=[CH:12][CH:11]=[CH:10][C:9]=2[C:8]2[C:3]1=[CH:4][CH:5]=[CH:6][CH:7]=2.[CH3:15][N:16]([CH3:30])[C:17]1([C:24]2[CH:29]=[CH:28][CH:27]=[CH:26][CH:25]=2)[CH2:22][CH2:21][C:20](=O)[CH2:19][CH2:18]1.C(O)(=O)C.C(O[BH-](OC(=O)C)OC(=O)C)(=O)C.[Na+], predict the reaction product. The product is: [CH:13]1[C:14]2[CH:2]([NH:1][CH:20]3[CH2:19][CH2:18][C:17]([C:24]4[CH:25]=[CH:26][CH:27]=[CH:28][CH:29]=4)([N:16]([CH3:30])[CH3:15])[CH2:22][CH2:21]3)[C:3]3[C:8](=[CH:7][CH:6]=[CH:5][CH:4]=3)[C:9]=2[CH:10]=[CH:11][CH:12]=1. (4) Given the reactants [CH2:1]([O:8][C:9]([NH:11][C@H:12]1[CH2:16][CH2:15][N:14]([C@H:17]2[CH2:22][CH2:21][C@@H:20]([NH:23][C:24]([CH3:27])([CH3:26])[CH3:25])[CH2:19][C@H:18]2[NH:28]C(=O)OCC[Si](C)(C)C)[C:13]1=[O:38])=[O:10])[C:2]1[CH:7]=[CH:6][CH:5]=[CH:4][CH:3]=1.FC(F)(F)C(O)=O, predict the reaction product. The product is: [NH2:28][C@@H:18]1[CH2:19][C@H:20]([NH:23][C:24]([CH3:27])([CH3:26])[CH3:25])[CH2:21][CH2:22][C@@H:17]1[N:14]1[CH2:15][CH2:16][C@H:12]([NH:11][C:9](=[O:10])[O:8][CH2:1][C:2]2[CH:3]=[CH:4][CH:5]=[CH:6][CH:7]=2)[C:13]1=[O:38]. (5) Given the reactants Cl[C:2]1[N:11]=[C:10]2[C:5]([C:6](=[O:21])[CH:7]=[C:8]([CH3:20])[N:9]2[C:12]2[CH:17]=[CH:16][C:15]([F:18])=[CH:14][C:13]=2[F:19])=[CH:4][CH:3]=1.[CH3:22][C:23]1[C:27](B(O)O)=[C:26]([CH3:31])[O:25][N:24]=1.C(N(CC)CC)C.COC1C=CC=C(OC)C=1C1C=CC=CC=1P(C1CCCCC1)C1CCCCC1, predict the reaction product. The product is: [F:19][C:13]1[CH:14]=[C:15]([F:18])[CH:16]=[CH:17][C:12]=1[N:9]1[C:10]2[C:5](=[CH:4][CH:3]=[C:2]([C:27]3[C:23]([CH3:22])=[N:24][O:25][C:26]=3[CH3:31])[N:11]=2)[C:6](=[O:21])[CH:7]=[C:8]1[CH3:20]. (6) Given the reactants [Cl:1][C:2]1[C:3]2[CH2:23][O:22][C:9]3([CH2:14][CH2:13][N:12](CC4C=CC=CC=4)[CH2:11][CH2:10]3)[C:4]=2[CH:5]=[N:6][C:7]=1[F:8].[H][H], predict the reaction product. The product is: [ClH:1].[F:8][C:7]1[N:6]=[CH:5][C:4]2[C:9]3([O:22][CH2:23][C:3]=2[CH:2]=1)[CH2:14][CH2:13][NH:12][CH2:11][CH2:10]3. (7) Given the reactants [Br:1][C:2]1[C:3](Cl)=[N:4][C:5]([Cl:8])=[N:6][CH:7]=1.[NH2:10][CH2:11][C@H:12]1[CH2:17][CH2:16][CH2:15][N:14]([C:18]([O:20][C:21]([CH3:24])([CH3:23])[CH3:22])=[O:19])[CH2:13]1.CCN(C(C)C)C(C)C, predict the reaction product. The product is: [Br:1][C:2]1[C:3]([NH:10][CH2:11][C@H:12]2[CH2:17][CH2:16][CH2:15][N:14]([C:18]([O:20][C:21]([CH3:24])([CH3:23])[CH3:22])=[O:19])[CH2:13]2)=[N:4][C:5]([Cl:8])=[N:6][CH:7]=1.